Dataset: Catalyst prediction with 721,799 reactions and 888 catalyst types from USPTO. Task: Predict which catalyst facilitates the given reaction. Reactant: [OH:1][C:2]1[CH:3]=[C:4]([CH:9]=[CH:10][CH:11]=1)[C:5]([O:7][CH3:8])=[O:6].[Br:12][CH2:13][CH2:14]Br.C(=O)([O-])[O-].[K+].[K+]. Product: [Br:12][CH2:13][CH2:14][O:1][C:2]1[CH:3]=[C:4]([CH:9]=[CH:10][CH:11]=1)[C:5]([O:7][CH3:8])=[O:6]. The catalyst class is: 3.